From a dataset of Forward reaction prediction with 1.9M reactions from USPTO patents (1976-2016). Predict the product of the given reaction. (1) Given the reactants [NH:1]1[C:5]2[CH:6]=[CH:7][CH:8]=[CH:9][C:4]=2[N:3]=[C:2]1[S:10][CH2:11][C:12]([N:14]1[CH2:22][CH2:21][CH2:20][C@H:15]1[C:16]([O:18]C)=O)=[O:13].[OH-].[Na+].Cl.[NH2:26][C:27]1[CH:32]=[CH:31][CH:30]=[CH:29][C:28]=1[C:33]1[CH:38]=[CH:37][CH:36]=[CH:35][CH:34]=1.P(Cl)(Cl)(Cl)=O, predict the reaction product. The product is: [NH:3]1[C:4]2[CH:9]=[CH:8][CH:7]=[CH:6][C:5]=2[N:1]=[C:2]1[S:10][CH2:11][C:12]([N:14]1[CH2:22][CH2:21][CH2:20][C@H:15]1[C:16]([NH:26][C:27]1[CH:32]=[CH:31][CH:30]=[CH:29][C:28]=1[C:33]1[CH:34]=[CH:35][CH:36]=[CH:37][CH:38]=1)=[O:18])=[O:13]. (2) Given the reactants Cl.Cl.[CH3:3][C@@:4]1([CH2:15][N:16]2[CH2:21][CH2:20][NH:19][CH2:18][CH2:17]2)[O:8][C:7]2=[N:9][C:10]([N+:12]([O-:14])=[O:13])=[CH:11][N:6]2[CH2:5]1.C(=O)([O-])[O-].[K+].[K+].[Cl:28][C:29]1[CH:34]=[CH:33][C:32]([C:35]2[CH2:36][CH2:37][N:38]([C:41](Cl)=[O:42])[CH2:39][CH:40]=2)=[CH:31][CH:30]=1.O, predict the reaction product. The product is: [Cl:28][C:29]1[CH:34]=[CH:33][C:32]([C:35]2[CH2:40][CH2:39][N:38]([C:41]([N:19]3[CH2:18][CH2:17][N:16]([CH2:15][C@:4]4([CH3:3])[O:8][C:7]5=[N:9][C:10]([N+:12]([O-:14])=[O:13])=[CH:11][N:6]5[CH2:5]4)[CH2:21][CH2:20]3)=[O:42])[CH2:37][CH:36]=2)=[CH:31][CH:30]=1. (3) Given the reactants [C:1](Cl)(Cl)=[O:2].[NH2:5][C:6]1[CH:11]=[CH:10][CH:9]=[C:8]([CH3:12])[N:7]=1.C(N(CC)C(C)C)(C)C.[C:22]([OH:26])([CH3:25])([CH3:24])[CH3:23].[OH-].[Na+], predict the reaction product. The product is: [C:22]([O:26][C:1](=[O:2])[NH:5][C:6]1[CH:11]=[CH:10][CH:9]=[C:8]([CH3:12])[N:7]=1)([CH3:25])([CH3:24])[CH3:23].